This data is from Reaction yield outcomes from USPTO patents with 853,638 reactions. The task is: Predict the reaction yield, written as a fraction of the theoretical maximum amount of product (1.0 means a 100% yield; for example, 0.34 means a 34% yield). (1) The yield is 0.670. The reactants are [S:1]1[CH2:7][C:5](=[O:6])[NH:4][C:2]1=[S:3].O=[CH:9][C:10]1[CH:18]=[CH:17][C:15]([OH:16])=[C:12]([O:13][CH3:14])[CH:11]=1.CC([O-])=O.[Na+].C(O)(=O)C. The product is [OH:16][C:15]1[CH:17]=[CH:18][C:10]([CH:9]=[C:7]2[S:1][C:2](=[S:3])[NH:4][C:5]2=[O:6])=[CH:11][C:12]=1[O:13][CH3:14]. The catalyst is O. (2) The reactants are Br[C:2]1[N:11]=[C:10]([C:12]2[NH:16][C:15]([CH2:17][C:18]3[CH:23]=[CH:22][C:21]([F:24])=[CH:20][CH:19]=3)=[N:14][N:13]=2)[C:9]([OH:25])=[C:8]2[C:3]=1[CH:4]=[CH:5][CH:6]=[N:7]2.[NH:26]1[CH2:31][CH2:30][NH:29][CH2:28][C:27]1=[O:32].O. The catalyst is CN1CCCC1=O. The product is [F:24][C:21]1[CH:22]=[CH:23][C:18]([CH2:17][C:15]2[NH:16][C:12]([C:10]3[C:9]([OH:25])=[C:8]4[C:3]([CH:4]=[CH:5][CH:6]=[N:7]4)=[C:2]([N:29]4[CH2:30][CH2:31][NH:26][C:27](=[O:32])[CH2:28]4)[N:11]=3)=[N:13][N:14]=2)=[CH:19][CH:20]=1. The yield is 0.670. (3) The reactants are [Li]CCCC.CCCCCC.Br[C:13]1[CH:14]=[N:15][CH:16]=[CH:17][CH:18]=1.[Br:19][C:20]1[CH:21]=[CH:22][C:23]2[N:28]=[C:27]([CH3:29])[O:26][C:25](=[O:30])[C:24]=2[CH:31]=1. The catalyst is C(OCC)C. The product is [Br:19][C:20]1[CH:21]=[CH:22][C:23]([NH:28][C:27](=[O:26])[CH3:29])=[C:24]([C:25]([C:13]2[CH:14]=[N:15][CH:16]=[CH:17][CH:18]=2)=[O:30])[CH:31]=1. The yield is 0.310. (4) The catalyst is O1CCOCC1. The product is [CH3:1][O:2][C:3]1[C:8]([N+:9]([O-:11])=[O:10])=[CH:7][CH:6]=[CH:5][C:4]=1[C:22]1[S:23][C:24]([CH3:30])=[C:25]([C:27]([OH:29])=[O:28])[N:26]=1. The reactants are [CH3:1][O:2][C:3]1[C:8]([N+:9]([O-:11])=[O:10])=[CH:7][CH:6]=[CH:5][C:4]=1B1OC(C)(C)C(C)(C)O1.Br[C:22]1[S:23][C:24]([CH3:30])=[C:25]([C:27]([OH:29])=[O:28])[N:26]=1.C(=O)([O-])[O-].[Na+].[Na+]. The yield is 0.260. (5) The reactants are [ClH:1].[CH3:2][N:3]([CH3:32])[C@H:4]1[CH2:8][CH2:7][N:6]([C:9]2[CH:10]=[N:11][C:12]3[C:17]([CH:18]=2)=[CH:16][C:15]([S:19][C:20]2[N:24]4[CH:25]=[C:26]([C:29](=O)[CH3:30])[CH:27]=[CH:28][C:23]4=[N:22][N:21]=2)=[CH:14][CH:13]=3)[CH2:5]1.[NH2:33][O:34][CH2:35][CH2:36][OH:37]. The catalyst is CO.Cl. The product is [ClH:1].[OH:37][CH2:36][CH2:35][O:34]/[N:33]=[C:29](/[C:26]1[CH:27]=[CH:28][C:23]2[N:24]([C:20]([S:19][C:15]3[CH:16]=[C:17]4[C:12](=[CH:13][CH:14]=3)[N:11]=[CH:10][C:9]([N:6]3[CH2:7][CH2:8][C@H:4]([N:3]([CH3:32])[CH3:2])[CH2:5]3)=[CH:18]4)=[N:21][N:22]=2)[CH:25]=1)\[CH3:30]. The yield is 0.850. (6) The reactants are [NH2:1][C:2]1[CH:10]=[C:9]([F:11])[CH:8]=[CH:7][C:3]=1[C:4](O)=[O:5].[NH2:12][C:13](N)=[O:14].Cl. The catalyst is CO. The product is [F:11][C:9]1[CH:10]=[C:2]2[C:3]([C:4](=[O:5])[NH:12][C:13](=[O:14])[NH:1]2)=[CH:7][CH:8]=1. The yield is 0.560. (7) The product is [N:17]1([C:2]2[N:9]=[CH:8][CH:7]=[CH:6][C:3]=2[C:4]#[N:5])[CH2:18][CH2:19][CH2:16][CH2:15]1. The reactants are F[C:2]1[N:9]=[CH:8][CH:7]=[CH:6][C:3]=1[C:4]#[N:5].O1CCCC1.[CH2:15]([N:17](CC)[CH2:18][CH3:19])[CH3:16].N1CCCC1. The yield is 0.750. The catalyst is O. (8) The reactants are [C:1]([C:5]1[CH:9]=[C:8]([NH:10][C:11](=[O:36])[NH:12][C:13]2[C:22]3[C:17](=[CH:18][CH:19]=[CH:20][CH:21]=3)[C:16]([O:23][CH2:24][C:25]3[CH:30]=[CH:29][N:28]=[C:27]([NH:31][C:32](=[O:35])[CH2:33]Cl)[CH:26]=3)=[CH:15][CH:14]=2)[N:7]([C:37]2[CH:42]=[CH:41][C:40]([CH3:43])=[CH:39][CH:38]=2)[N:6]=1)([CH3:4])([CH3:3])[CH3:2].CCN(C(C)C)C(C)C.[CH3:53][O:54][CH2:55][CH2:56][N:57]1[CH2:62][CH2:61][NH:60][CH2:59][CH2:58]1. The catalyst is C(Cl)Cl.CN(C=O)C. The product is [C:1]([C:5]1[CH:9]=[C:8]([NH:10][C:11](=[O:36])[NH:12][C:13]2[C:22]3[C:17](=[CH:18][CH:19]=[CH:20][CH:21]=3)[C:16]([O:23][CH2:24][C:25]3[CH:30]=[CH:29][N:28]=[C:27]([NH:31][C:32](=[O:35])[CH2:33][N:60]4[CH2:61][CH2:62][N:57]([CH2:56][CH2:55][O:54][CH3:53])[CH2:58][CH2:59]4)[CH:26]=3)=[CH:15][CH:14]=2)[N:7]([C:37]2[CH:42]=[CH:41][C:40]([CH3:43])=[CH:39][CH:38]=2)[N:6]=1)([CH3:4])([CH3:3])[CH3:2]. The yield is 0.730.